From a dataset of Reaction yield outcomes from USPTO patents with 853,638 reactions. Predict the reaction yield, written as a fraction of the theoretical maximum amount of product (1.0 means a 100% yield; for example, 0.34 means a 34% yield). (1) The reactants are IC.[F:3][C:4]1[C:12]([F:13])=[C:11](O)[CH:10]=[CH:9][C:5]=1[C:6]([OH:8])=[O:7].[C:15](=O)([O-])[O-].[Li+].[Li+].CN(C)[CH:23]=[O:24]. The catalyst is O. The product is [F:3][C:4]1[C:12]([F:13])=[C:11]([O:24][CH3:23])[CH:10]=[CH:9][C:5]=1[C:6]([O:8][CH3:15])=[O:7]. The yield is 0.880. (2) The reactants are [NH:1]1[CH:5]=[C:4]([C:6]2[C:7]3[CH:14]=[CH:13][N:12]([CH2:15][O:16][CH2:17][CH2:18][Si:19]([CH3:22])([CH3:21])[CH3:20])[C:8]=3[N:9]=[CH:10][N:11]=2)[CH:3]=[N:2]1.[C:23]([OH:28])(=[O:27])[CH:24]=[CH:25][CH3:26].[CH2:29]1CCN2C(=NCCC2)C[CH2:30]1.[C:40](#N)C. No catalyst specified. The product is [CH3:26][C:25]([N:1]1[CH:5]=[C:4]([C:6]2[C:7]3[CH:14]=[CH:13][N:12]([CH2:15][O:16][CH2:17][CH2:18][Si:19]([CH3:22])([CH3:21])[CH3:20])[C:8]=3[N:9]=[CH:10][N:11]=2)[CH:3]=[N:2]1)([CH3:40])[CH2:24][C:23]([O:28][CH2:29][CH3:30])=[O:27]. The yield is 0.910. (3) The reactants are N(=[C:3]1[C:7]2=[C:8]3[C:13](=[CH:14][CH:15]=[C:6]2[NH:5][C:4]1=[O:16])[N:12]=[CH:11][CH:10]=[CH:9]3)N.[O-]CC.[Na+].C(O)(=O)C. The catalyst is O. The product is [CH2:3]1[C:7]2=[C:8]3[C:13](=[CH:14][CH:15]=[C:6]2[NH:5][C:4]1=[O:16])[N:12]=[CH:11][CH:10]=[CH:9]3. The yield is 0.330. (4) The reactants are CN(C(ON1N=NC2C=CC=CC1=2)=[N+](C)C)C.[B-](F)(F)(F)F.[Cl:23][C:24]1[NH:28][N:27]=[C:26]([C:29]([OH:31])=O)[CH:25]=1.[NH2:32][C:33]1[CH:38]=[CH:37][C:36]([Cl:39])=[CH:35][N:34]=1.CCN(C(C)C)C(C)C. The catalyst is CN(C=O)C. The product is [Cl:23][C:24]1[NH:28][N:27]=[C:26]([C:29]([NH:32][C:33]2[CH:38]=[CH:37][C:36]([Cl:39])=[CH:35][N:34]=2)=[O:31])[CH:25]=1. The yield is 0.440. (5) The reactants are [N+:1]([C:4]1[CH:5]=[C:6]([CH:8]=[CH:9][CH:10]=1)[NH2:7])([O-:3])=[O:2].[N:11]([O-])=O.[Na+].[Cl:15][Sn]Cl.O. The catalyst is O.Cl. The product is [ClH:15].[N+:1]([C:4]1[CH:5]=[C:6]([NH:7][NH2:11])[CH:8]=[CH:9][CH:10]=1)([O-:3])=[O:2]. The yield is 0.730. (6) The reactants are [CH3:1][O:2][C:3](=[O:46])[NH:4][CH:5]([C:12]([N:14]1[CH2:18][CH2:17][CH2:16][CH:15]1[C:19]1[NH:20][C:21]([C:24]2[CH:29]=[CH:28][C:27]([C:30]3[CH:35]=[CH:34][C:33]([C:36]4[NH:37][C:38]([CH:41]5[CH2:45][CH2:44][CH2:43][NH:42]5)=[N:39][CH:40]=4)=[CH:32][CH:31]=3)=[CH:26][CH:25]=2)=[CH:22][N:23]=1)=[O:13])[CH2:6][CH2:7][C:8]([F:11])([F:10])[F:9].[F:47][C:48]([F:61])([F:60])[CH2:49][CH2:50][CH:51]([NH:55][C:56]([O:58][CH3:59])=[O:57])[C:52](O)=[O:53].CN(C(ON1N=NC2C=CC=NC1=2)=[N+](C)C)C.F[P-](F)(F)(F)(F)F.C(N(C(C)C)CC)(C)C. The catalyst is CN(C)C=O. The product is [CH3:59][O:58][C:56](=[O:57])[NH:55][CH:51]([C:52]([N:42]1[CH2:43][CH2:44][CH2:45][CH:41]1[C:38]1[NH:37][C:36]([C:33]2[CH:34]=[CH:35][C:30]([C:27]3[CH:26]=[CH:25][C:24]([C:21]4[NH:20][C:19]([CH:15]5[CH2:16][CH2:17][CH2:18][N:14]5[C:12](=[O:13])[CH:5]([NH:4][C:3]([O:2][CH3:1])=[O:46])[CH2:6][CH2:7][C:8]([F:9])([F:11])[F:10])=[N:23][CH:22]=4)=[CH:29][CH:28]=3)=[CH:31][CH:32]=2)=[CH:40][N:39]=1)=[O:53])[CH2:50][CH2:49][C:48]([F:47])([F:61])[F:60]. The yield is 0.230.